From a dataset of Full USPTO retrosynthesis dataset with 1.9M reactions from patents (1976-2016). Predict the reactants needed to synthesize the given product. Given the product [C:12]([C:10]1[C:9]2[C:4](=[CH:5][CH:6]=[CH:7][CH:8]=2)[C:3](=[O:16])[N:2]([NH:1][C:25](=[O:26])[CH2:24][C:21]2[CH:22]=[CH:23][C:18]([Cl:17])=[CH:19][CH:20]=2)[N:11]=1)([CH3:13])([CH3:15])[CH3:14], predict the reactants needed to synthesize it. The reactants are: [NH2:1][N:2]1[N:11]=[C:10]([C:12]([CH3:15])([CH3:14])[CH3:13])[C:9]2[C:4](=[CH:5][CH:6]=[CH:7][CH:8]=2)[C:3]1=[O:16].[Cl:17][C:18]1[CH:23]=[CH:22][C:21]([CH2:24][C:25](Cl)=[O:26])=[CH:20][CH:19]=1.